From a dataset of Full USPTO retrosynthesis dataset with 1.9M reactions from patents (1976-2016). Predict the reactants needed to synthesize the given product. (1) Given the product [Cl:15][C:16]1[N:17]=[N:18][C:19]([N:1]2[CH2:2][CH2:3][CH:4]([NH:7][C:8](=[O:14])[O:9][C:10]([CH3:11])([CH3:13])[CH3:12])[CH2:5][CH2:6]2)=[CH:20][CH:21]=1, predict the reactants needed to synthesize it. The reactants are: [NH:1]1[CH2:6][CH2:5][CH:4]([NH:7][C:8](=[O:14])[O:9][C:10]([CH3:13])([CH3:12])[CH3:11])[CH2:3][CH2:2]1.[Cl:15][C:16]1[N:17]=[N:18][C:19](Cl)=[CH:20][CH:21]=1. (2) Given the product [CH2:15]([O:17][C:18](=[O:44])[CH2:19][O:20][C:21]1[CH:26]=[C:25]([F:27])[CH:24]=[CH:23][C:22]=1[C:28](=[S:2])[NH:29][CH2:30][C:31]1[S:32][C:33]2[C:39]([F:40])=[CH:38][C:37]([F:41])=[C:36]([F:42])[C:34]=2[N:35]=1)[CH3:16], predict the reactants needed to synthesize it. The reactants are: P12(SP3(SP(SP(S3)(S1)=S)(=S)S2)=S)=[S:2].[CH2:15]([O:17][C:18](=[O:44])[CH2:19][O:20][C:21]1[CH:26]=[C:25]([F:27])[CH:24]=[CH:23][C:22]=1[C:28](=O)[NH:29][CH2:30][C:31]1[S:32][C:33]2[C:39]([F:40])=[CH:38][C:37]([F:41])=[C:36]([F:42])[C:34]=2[N:35]=1)[CH3:16].